Task: Predict the reactants needed to synthesize the given product.. Dataset: Full USPTO retrosynthesis dataset with 1.9M reactions from patents (1976-2016) (1) Given the product [C:39]([NH:43][S:44]([C:47]1[S:48][C:49]([C:6]2[N:7]=[CH:8][N:9]([C:11]3[CH:16]=[C:15]([C:17]4[CH:18]=[CH:19][C:20]([C:23]([F:25])([F:26])[F:24])=[CH:21][CH:22]=4)[CH:14]=[C:13]([C:27]([F:28])([F:29])[F:30])[N:12]=3)[CH:10]=2)=[CH:50][CH:51]=1)(=[O:45])=[O:46])([CH3:42])([CH3:40])[CH3:41], predict the reactants needed to synthesize it. The reactants are: C([Sn](CCCC)(CCCC)[C:6]1[N:7]=[CH:8][N:9]([C:11]2[CH:16]=[C:15]([C:17]3[CH:22]=[CH:21][C:20]([C:23]([F:26])([F:25])[F:24])=[CH:19][CH:18]=3)[CH:14]=[C:13]([C:27]([F:30])([F:29])[F:28])[N:12]=2)[CH:10]=1)CCC.[C:39]([NH:43][S:44]([C:47]1[S:48][C:49](Br)=[CH:50][CH:51]=1)(=[O:46])=[O:45])([CH3:42])([CH3:41])[CH3:40].CCCCCCC. (2) The reactants are: Cl[C:2]1[N:3]=[C:4]2[CH:24]=[C:23]([CH3:25])[CH:22]=[N:21][C:5]2=[N:6][C:7]=1[N:8]1[CH2:11][CH:10]([N:12]([CH3:20])[C:13](=[O:19])[O:14][C:15]([CH3:18])([CH3:17])[CH3:16])[CH2:9]1.O.[NH2:27][NH2:28].CCOCC. Given the product [NH:27]([C:2]1[N:3]=[C:4]2[CH:24]=[C:23]([CH3:25])[CH:22]=[N:21][C:5]2=[N:6][C:7]=1[N:8]1[CH2:11][CH:10]([N:12]([CH3:20])[C:13](=[O:19])[O:14][C:15]([CH3:18])([CH3:17])[CH3:16])[CH2:9]1)[NH2:28], predict the reactants needed to synthesize it. (3) Given the product [S:1]1[C:5]2[CH:6]=[CH:7][CH:8]=[CH:9][C:4]=2[NH:3][C:2]1=[C:16]([C:11]1[N:12]=[CH:13][CH:14]=[CH:15][N:10]=1)[C:17]#[N:18].[S:1]1[C:5]2[CH:6]=[CH:7][CH:8]=[CH:9][C:4]=2[NH:3][C:2]1=[C:25]([C:20]1[N:21]=[CH:22][CH:23]=[CH:24][N:19]=1)[C:26]([NH2:28])=[O:27], predict the reactants needed to synthesize it. The reactants are: [S:1]1[C:5]2[CH:6]=[CH:7][CH:8]=[CH:9][C:4]=2[N:3]=[CH:2]1.[N:10]1[CH:15]=[CH:14][CH:13]=[N:12][C:11]=1[CH2:16][C:17]#[N:18].[N:19]1[CH:24]=[CH:23][CH:22]=[N:21][C:20]=1[CH2:25][C:26]([NH2:28])=[O:27].[H-].[Na+]. (4) Given the product [CH2:1]([NH:8][C:14]([C:10]1[O:9][CH:13]=[CH:12][CH:11]=1)=[O:15])[C:2]1[CH:7]=[CH:6][CH:5]=[CH:4][CH:3]=1, predict the reactants needed to synthesize it. The reactants are: [CH2:1]([NH2:8])[C:2]1[CH:7]=[CH:6][CH:5]=[CH:4][CH:3]=1.[O:9]1[CH:13]=[CH:12][CH:11]=[C:10]1[C:14](Cl)=[O:15]. (5) Given the product [Cl:1][C:2]1[N:3]=[C:4]([Cl:11])[C:5]([CH:9]=[O:10])=[C:6]([NH:20][C:19]2[CH:21]=[CH:22][CH:23]=[CH:24][C:18]=2[S:15]([CH:12]([CH3:14])[CH3:13])(=[O:17])=[O:16])[N:7]=1, predict the reactants needed to synthesize it. The reactants are: [Cl:1][C:2]1[N:7]=[C:6](Cl)[C:5]([CH:9]=[O:10])=[C:4]([Cl:11])[N:3]=1.[CH:12]([S:15]([C:18]1[CH:24]=[CH:23][CH:22]=[CH:21][C:19]=1[NH2:20])(=[O:17])=[O:16])([CH3:14])[CH3:13].